From a dataset of Forward reaction prediction with 1.9M reactions from USPTO patents (1976-2016). Predict the product of the given reaction. The product is: [C:52]([O:51][C:49]([N:43]1[CH2:48][CH2:47][N:46]([C:2]2[CH:7]=[CH:6][C:5]([C:8]3[CH:23]=[C:11]4[N:12]=[C:13]([Cl:22])[CH:14]=[C:15]([N:16]5[CH2:21][CH2:20][O:19][CH2:18][CH2:17]5)[N:10]4[N:9]=3)=[CH:4][CH:3]=2)[CH2:45][CH2:44]1)=[O:50])([CH3:55])([CH3:53])[CH3:54]. Given the reactants Br[C:2]1[CH:7]=[CH:6][C:5]([C:8]2[CH:23]=[C:11]3[N:12]=[C:13]([Cl:22])[CH:14]=[C:15]([N:16]4[CH2:21][CH2:20][O:19][CH2:18][CH2:17]4)[N:10]3[N:9]=2)=[CH:4][CH:3]=1.CC(C)([O-])C.[Na+].C(P(C(C)(C)C)C(C)(C)C)(C)(C)C.[N:43]1([C:49]([O:51][C:52]([CH3:55])([CH3:54])[CH3:53])=[O:50])[CH2:48][CH2:47][NH:46][CH2:45][CH2:44]1, predict the reaction product.